Task: Predict the reaction yield, written as a fraction of the theoretical maximum amount of product (1.0 means a 100% yield; for example, 0.34 means a 34% yield).. Dataset: Reaction yield outcomes from USPTO patents with 853,638 reactions (1) The reactants are [O:1]=[S:2]1(=[O:15])[CH2:6][C:5]2[CH:7]=[CH:8][C:9]([CH2:11][C:12]([OH:14])=O)=[CH:10][C:4]=2[NH:3]1.CCN=C=NCCCN(C)C.C1C=CC2N(O)N=NC=2C=1.[C:37]([C:41]1[CH:42]=[C:43]([C@H:47]([NH:55][CH3:56])[CH2:48][N:49]2[CH2:53][CH2:52][C@H:51]([OH:54])[CH2:50]2)[CH:44]=[CH:45][CH:46]=1)#[C:38][CH2:39][CH3:40]. The catalyst is CN(C)C=O. The product is [C:37]([C:41]1[CH:42]=[C:43]([C@H:47]([N:55]([CH3:56])[C:12](=[O:14])[CH2:11][C:9]2[CH:8]=[CH:7][C:5]3[CH2:6][S:2](=[O:1])(=[O:15])[NH:3][C:4]=3[CH:10]=2)[CH2:48][N:49]2[CH2:53][CH2:52][C@H:51]([OH:54])[CH2:50]2)[CH:44]=[CH:45][CH:46]=1)#[C:38][CH2:39][CH3:40]. The yield is 0.320. (2) The reactants are [CH:1]([C@H:4]1[CH2:8][O:7][C:6](=[O:9])[N:5]1[C:10](=[O:15])/[C:11](/[CH3:14])=[CH:12]/[CH3:13])([CH3:3])[CH3:2].[O:16]1[CH2:20]CN[C:17]1=O.C[Si]([N-][Si](C)(C)C)(C)C.[Na+].COCCl.[Cl-].[NH4+]. The catalyst is C1(C)C=CC=CC=1. The product is [CH:1]([C@H:4]1[CH2:8][O:7][C:6](=[O:9])[N:5]1[C:10](=[O:15])[C@@:11]([CH2:17][O:16][CH3:20])([CH3:14])[CH:12]=[CH2:13])([CH3:3])[CH3:2]. The yield is 0.480.